Dataset: Full USPTO retrosynthesis dataset with 1.9M reactions from patents (1976-2016). Task: Predict the reactants needed to synthesize the given product. (1) The reactants are: [NH2:1][C:2]1[CH:7]=[CH:6][CH:5]=[CH:4][C:3]=1[C:8]1[C:9](=[O:14])[CH2:10][CH2:11][C:12]=1[CH3:13].N1C=CC=CC=1.[C:21]1([CH3:33])[CH:26]=[C:25]([CH3:27])[CH:24]=[C:23]([CH3:28])[C:22]=1[S:29](Cl)(=[O:31])=[O:30].Cl. Given the product [C:21]1([CH3:33])[CH:26]=[C:25]([CH3:27])[CH:24]=[C:23]([CH3:28])[C:22]=1[S:29]([NH:1][C:2]1[CH:7]=[CH:6][CH:5]=[CH:4][C:3]=1[C:8]1[C:9](=[O:14])[CH2:10][CH2:11][C:12]=1[CH3:13])(=[O:30])=[O:31], predict the reactants needed to synthesize it. (2) Given the product [OH:15][CH2:14][CH2:13][O:34][C:18]1[C:28]2[CH2:27][CH2:26][C:25]3[CH:29]=[CH:30][CH:31]=[CH:32][C:24]=3[O:23][C:22]=2[CH:21]=[C:20]([O:9][CH2:6][CH2:3][OH:4])[CH:19]=1, predict the reactants needed to synthesize it. The reactants are: CN(C)[CH:3]=[O:4].[C:6](=[O:9])([O-])[O-].[K+].[K+].Br[CH2:13][C:14](OC)=[O:15].[C:18]1([OH:34])[C:28]2[CH2:27][CH2:26][C:25]3[CH:29]=[CH:30][CH:31]=[CH:32][C:24]=3[O:23][C:22]=2[CH:21]=[C:20](O)[CH:19]=1.